Dataset: Catalyst prediction with 721,799 reactions and 888 catalyst types from USPTO. Task: Predict which catalyst facilitates the given reaction. Product: [Cl:23][C:24]1[CH:30]=[CH:29][C:27]([NH:28][C:14](=[O:16])[C:4]2[CH:5]=[C:6]([CH:12]=[CH:13][C:3]=2[O:2][CH3:1])[C:7]([O:9][CH2:10][CH3:11])=[O:8])=[CH:26][CH:25]=1. Reactant: [CH3:1][O:2][C:3]1[CH:13]=[CH:12][C:6]([C:7]([O:9][CH2:10][CH3:11])=[O:8])=[CH:5][C:4]=1[C:14]([O-:16])=O.C(Cl)(=O)C(Cl)=O.[Cl:23][C:24]1[CH:30]=[CH:29][C:27]([NH2:28])=[CH:26][CH:25]=1.C(N(CC)C(C)C)(C)C. The catalyst class is: 120.